Dataset: Full USPTO retrosynthesis dataset with 1.9M reactions from patents (1976-2016). Task: Predict the reactants needed to synthesize the given product. (1) Given the product [Br:7][C:4]1[CH:5]=[CH:6][N:2]([NH:1][C:26](=[O:27])[C@@H:25]([NH:29][C:30](=[O:31])[O:32][C:33]([CH3:36])([CH3:35])[CH3:34])[CH2:24][O:23][C:19]([CH3:22])([CH3:21])[CH3:20])[C:3]=1[C:8](=[O:9])[NH:10][C:11]1[CH:16]=[C:15]([F:17])[CH:14]=[C:13]([F:18])[CH:12]=1, predict the reactants needed to synthesize it. The reactants are: [NH2:1][N:2]1[CH:6]=[CH:5][C:4]([Br:7])=[C:3]1[C:8]([NH:10][C:11]1[CH:16]=[C:15]([F:17])[CH:14]=[C:13]([F:18])[CH:12]=1)=[O:9].[C:19]([O:23][CH2:24][C@H:25]([NH:29][C:30]([O:32][C:33]([CH3:36])([CH3:35])[CH3:34])=[O:31])[C:26](O)=[O:27])([CH3:22])([CH3:21])[CH3:20]. (2) Given the product [CH2:18]([N:3]([CH2:1][CH3:2])[CH2:4][CH2:5][N:6]1[C:14]2[C:9](=[CH:10][C:11]([NH2:15])=[CH:12][CH:13]=2)[CH:8]=[CH:7]1)[CH3:19], predict the reactants needed to synthesize it. The reactants are: [CH2:1]([N:3]([CH2:18][CH3:19])[CH2:4][CH2:5][N:6]1[C:14]2[C:9](=[CH:10][C:11]([N+:15]([O-])=O)=[CH:12][CH:13]=2)[CH:8]=[CH:7]1)[CH3:2]. (3) Given the product [F:1][C:2]1[C:8]([F:9])=[C:7]([N:10]2[CH2:15][CH2:14][N:13]([CH3:16])[CH2:12][CH2:11]2)[CH:6]=[CH:5][C:3]=1[NH:4][C:18]1[N:27]=[CH:26][C:25]2[C:20](=[C:21]([C:28]3[CH:29]=[C:30]([NH:34][C:35](=[O:38])[CH:36]=[CH2:37])[CH:31]=[CH:32][CH:33]=3)[CH:22]=[CH:23][CH:24]=2)[N:19]=1, predict the reactants needed to synthesize it. The reactants are: [F:1][C:2]1[C:8]([F:9])=[C:7]([N:10]2[CH2:15][CH2:14][N:13]([CH3:16])[CH2:12][CH2:11]2)[CH:6]=[CH:5][C:3]=1[NH2:4].Cl[C:18]1[N:27]=[CH:26][C:25]2[C:20](=[C:21]([C:28]3[CH:29]=[C:30]([NH:34][C:35](=[O:38])[CH:36]=[CH2:37])[CH:31]=[CH:32][CH:33]=3)[CH:22]=[CH:23][CH:24]=2)[N:19]=1.C(O)(C(F)(F)F)=O.